Predict the reactants needed to synthesize the given product. From a dataset of Full USPTO retrosynthesis dataset with 1.9M reactions from patents (1976-2016). (1) Given the product [CH:1]1([CH2:6][CH:7]([C:11]2[CH:16]=[CH:15][C:14]([C:17]([F:20])([F:19])[F:18])=[CH:13][CH:12]=2)[C:8]([NH:27][C:28]2[S:29][CH:30]=[CH:31][N:32]=2)=[O:10])[CH2:2][CH2:3][CH2:4][CH2:5]1, predict the reactants needed to synthesize it. The reactants are: [CH:1]1([CH2:6][CH:7]([C:11]2[CH:16]=[CH:15][C:14]([C:17]([F:20])([F:19])[F:18])=[CH:13][CH:12]=2)[C:8]([OH:10])=O)[CH2:5][CH2:4][CH2:3][CH2:2]1.C(Cl)(=O)C(Cl)=O.[NH2:27][C:28]1[S:29][CH:30]=[CH:31][N:32]=1.C(N(CC)C(C)C)(C)C. (2) The reactants are: [CH3:1][CH:2]1[CH2:7][NH:6][CH2:5][CH2:4][NH:3]1.[F:8][C:9]1[CH:16]=[CH:15][C:12]([CH2:13]Br)=[CH:11][CH:10]=1. Given the product [F:8][C:9]1[CH:16]=[CH:15][C:12]([CH2:13][N:6]2[CH2:5][CH2:4][NH:3][CH:2]([CH3:1])[CH2:7]2)=[CH:11][CH:10]=1, predict the reactants needed to synthesize it. (3) Given the product [Cl:1][C:2]1[CH:3]=[C:4]([Cl:12])[N:5]=[CH:6][C:7]=1[CH2:8][OH:9], predict the reactants needed to synthesize it. The reactants are: [Cl:1][C:2]1[C:7]([C:8](OC)=[O:9])=[CH:6][N:5]=[C:4]([Cl:12])[CH:3]=1.[BH4-].[Na+].CO.[NH4+].[Cl-]. (4) Given the product [NH2:59][C:58]1[C:60]2[C:29]([C:28]3[CH:31]=[CH:32][CH:33]=[C:26]([O:25][CH2:24][CH2:23][C:13]4[N:14]=[C:15]([C:17]5[CH:22]=[CH:21][CH:20]=[CH:19][CH:18]=5)[NH:16][C:12]=4[CH3:11])[CH:27]=3)=[N:49][C:50]([CH3:51])=[N:10][C:8]=2[S:7][C:6]=1[C:72]([O:39][CH2:38][CH3:37])=[S:71], predict the reactants needed to synthesize it. The reactants are: S(O)(O)(=O)=O.[CH3:6][S:7][C:8](=[NH:10])N.[CH3:11][C:12]1[NH:16][C:15]([C:17]2[CH:22]=[CH:21][CH:20]=[CH:19][CH:18]=2)=[N:14][C:13]=1[CH2:23][CH2:24][O:25][C:26]1[CH:27]=[C:28]([CH:31]=[CH:32][CH:33]=1)[CH:29]=O.OC1C=[C:37](C=CC=1)[CH:38]=[O:39].ClCCC1N=C(C2C=CC=CC=2)[NH:49][C:50]=1[CH3:51].[C:58]([CH2:60]C(OCC)=O)#[N:59].O=P(Cl)(Cl)Cl.[SH:71][CH2:72]C(OCC)=O. (5) Given the product [Br:1][C:2]1[CH:3]=[C:4]([CH:9]=[CH:10][C:11]([Cl:16])=[O:13])[CH:5]=[CH:6][C:7]=1[F:8], predict the reactants needed to synthesize it. The reactants are: [Br:1][C:2]1[CH:3]=[C:4]([CH:9]=[CH:10][C:11]([OH:13])=O)[CH:5]=[CH:6][C:7]=1[F:8].S(Cl)([Cl:16])=O.